From a dataset of Catalyst prediction with 721,799 reactions and 888 catalyst types from USPTO. Predict which catalyst facilitates the given reaction. Reactant: IC1C=CC=CC=1S([O-])(=O)=O.[Na+].OOS([O-])=O.[K+].S([O-])([O-])(=O)=O.[Na+].[Na+].[O:26]1[C:30]2([CH2:35][CH2:34][CH:33]([OH:36])[CH2:32][CH2:31]2)[O:29][CH2:28][CH2:27]1. Product: [O:26]1[C:30]2([CH2:31][CH2:32][C:33](=[O:36])[CH2:34][CH2:35]2)[O:29][CH2:28][CH2:27]1. The catalyst class is: 13.